Dataset: Full USPTO retrosynthesis dataset with 1.9M reactions from patents (1976-2016). Task: Predict the reactants needed to synthesize the given product. (1) Given the product [Br:1][C:2]1[CH:7]=[C:6]([F:8])[C:5]([O:9][CH2:10][C:11]2[CH:16]=[CH:15][CH:14]=[CH:13][CH:12]=2)=[C:4]2[C:3]=1[NH:17][CH:21]=[CH:20]2, predict the reactants needed to synthesize it. The reactants are: [Br:1][C:2]1[CH:7]=[C:6]([F:8])[C:5]([O:9][CH2:10][C:11]2[CH:16]=[CH:15][CH:14]=[CH:13][CH:12]=2)=[CH:4][C:3]=1[N+:17]([O-])=O.[CH:20]([Mg]Br)=[CH2:21]. (2) Given the product [CH:16]1([CH2:15][C@H:11]([CH2:10][N:9]([CH:21]=[O:22])[OH:8])[C:12]([NH:57][C@H:52]([C:51]([N:48]2[CH2:47][CH2:46][CH:45]([NH:33][C:34]3[CH:35]=[CH:40][CH:39]=[CH:38][CH:37]=3)[CH2:50][CH2:49]2)=[O:58])[C:53]([CH3:54])([CH3:55])[CH3:56])=[O:14])[CH2:17][CH2:18][CH2:19][CH2:20]1, predict the reactants needed to synthesize it. The reactants are: C([O:8][N:9]([CH:21]=[O:22])[CH2:10][C@@H:11]([CH2:15][CH:16]1[CH2:20][CH2:19][CH2:18][CH2:17]1)[C:12]([OH:14])=O)C1C=CC=CC=1.Cl.C(OC(=O)[N:33]([CH:45]1[CH2:50][CH2:49][N:48]([C:51](=[O:58])[C@@H:52]([NH2:57])[C:53]([CH3:56])([CH3:55])[CH3:54])[CH2:47][CH2:46]1)[CH2:34][C:35]1[CH:40]=[CH:39][C:38](OC)=[CH:37]C=1OC)C1C=CC=CC=1.